From a dataset of B-cell epitopes from IEDB database with 3,159 antigens for binding position prediction. Token-level Classification. Given an antigen amino acid sequence, predict which amino acid positions are active epitope sites capable of antibody binding. Output is a list of indices for active positions. (1) Given the antigen sequence: MESRIWCLVVCVNLCIVCLGAAVSSSSTRGTSATHSHHSSHTTSAAHSRSGSVSQRVTSSQTVSHGVNETIYNTTLKYGDVVGVNTTKYPYRVCSMAQGTDLIRFERNIVCTSMKPINEDLDEGIMVVYKRNIVAHTFKVRVYQKVLTFRRSYAYIHTTYLLGSNTEYVAPPMWEIHHINSHSQCYSSYSRVIAGTVFVAYHRDSYENKTMQLMPDDYSNTHSTRYVTVKDQWHSRGSTWLYRETCNLNCMVTITTARSKYPYHFFATSTGDVVDISPFYNGTNRNASYFGENADKFFIFPNYTIVSDFGRPNSALETHRLVAFLERADSVISWDIQDEKNVTCQLTFWEASERTIRSEAEDSYHFSSAKMTATFLSKKQEVNMSDSVLDCVRDEAINKLQQIFNTSYNQTYEKYGNVSVFETTGGLVVFWQGIKQKSLVELERLANRSSLNLTHNRTKRSTDGNNATHLSNMESVHNLVYAQLQFTYDTLRGYINRALA..., which amino acid positions are active epitope sites? The epitope positions are: [26, 27, 28, 29, 30, 31, 32, 33, 34, 35, 36, 37, 38, 39]. The amino acids at these positions are: STRGTSATHSHHSS. (2) Given the antigen sequence: MNNQRKKTARPSFNMLKRARNRVSTGSQLAKRFSKGLLSGQGPMKLVMAFIAFLRFLAIPPTAGILARWGSFKKNGAIKVLRGFKKEISNMLNIMNRRKRSVTMLLMLLPTALAFHLTTRGGEPHMIVSKQEREKSLLFKTSVGVNMCTLIAMDLGELCEDTMTYKCPRITEAEPDDVDCWCNATDTWVTYGTCSQTGEHRRDKRSVALAPHVGLGLETRTETWMSSEGAWKQIQRVETWALRHPGFTVIALFLAHAIGTSITQKGIIFILLMLVTPSMAMRCVGIGSRDFVEGLSGATWVDVVLEHGSCVTTMAKDKPTLDIELLKTEVTNPAVLRKLCIEAKISNTTTDSRCPTQGEATLVEEQDANFVCRRTFVDRGWGNGCGLFGKGSLLTCAKFKCVTKLEGKIVQYENLKYSVIVTVHTGDQHQVGNETTEHGTIATITPQAPTSEIQLTDYGALTLDCSPRTGLDFNEMVLLTMKEKSWLVHKQWFLDLPLPW..., which amino acid positions are active epitope sites? The epitope positions are: [884, 885, 886, 887, 888, 889]. The amino acids at these positions are: HKYSWK. (3) Given the antigen sequence: MGSRLFFVLSSLLCSKHMEAAVTQSPRNKVAVTGGKVTLSCNQTNNHNNMYWYRQDTGHGLRLIHYSYGAGSTEKGDIPDGYKASRPSQENFSLILELATPSQTSVYFCASGEGGLGGPTQYFGPGTRLLVLEDLRNVTPPKVSLFEPSKAEIANKQKATLVCLARGFFPDHVELSWWVNGKEVHSGVSTDPQAYKESNYSYCLSSRLRVSATFWHNPRNHFRCQVQFHGLSEEDKWPEGSPKPVTQNISAEAWGRADCGITSASYHQGVLSATILYEILLGKATLYAVLVSGLVLRPGQEKNS, which amino acid positions are active epitope sites? The epitope positions are: [41, 42, 43, 44, 45, 46, 47, 48, 49, 50]. The amino acids at these positions are: NQTNNHNNMY. (4) Given the antigen sequence: MLAATVLTLALLGNAHACSKGTSHEAGIVCRITKPALLVLNHETAKVIQTAFQRASYPDITGEKAMMLLGQVKYGLHNIQISHLSIASSQVELVEAKSIDVSIQNVSVVFKGTLKYGYTTAWWLGIDQSIDFEIDSAIDLQINTQLTCDSGRVRTDAPDCYLSFHKLLLHLQGEREPGWIKQLFTNFISFTLKLVLKGQICKEINVISNIMADFVQTRAASILSDGDIGVDISLTGDPVITASYLESHHKGHFIYKNVSEDLPLPTFSPTLLGDSRMLYFWFSERVFHSLAKVAFQDGRLMLSLMGDEFKAVLETWGFNTNQEIFQEVVGGFPSQAQVTVHCLKMPKISCQNKGVVVNSSVMVKFLFPRPDQQHSVAYTFEEDIVTTVQASYSKKKLFLSLLDFQITPKTVSNLTESSSESVQSFLQSMITAVGIPEVMSRLEVVFTALMNSKGVSLFDIINPEIITRDGFLLLQMDFGFPEHLLVDFLQSLS, which amino acid positions are active epitope sites? The epitope positions are: [477, 478, 479, 480, 481, 482, 483, 484, 485, 486, 487, 488, 489, 490, 491, 492]. The amino acids at these positions are: FGFPEHLLVDFLQSLS. (5) Given the antigen sequence: MATLLKSLALFKRNKDKAPTASGSGGAIRGIKNVIIVPIPGDSSIITRSRLLDRLVRLAGDPDINGSKLTGVMISMLSLFVESPGQLIQRITDDPDVSIRLVEVVQSTRSQSGLTFASRGADLDNEADMYFSTEGPSSGGKKRINWFENREIIDIEVQDPEEFNMLLASILAQVWILLAKAVTAPDTAADSELRRWVKYTQQRRVTGEFRLDKGWLDAVRNRIAGGLFTLRFMVSLILDIKRTPGNKPRIAEMICDIDNYIVEAGLASFILTIKFGIETMYPALGLHEFAGELSTIESLMTLYQQLGEVAPYLVILENSIQNKFSAGAYPLLWSYAMGVGVELENSMGGLNFGRSYFDPAYFRLGQEMVRRSAGRVSSVIAAELGITAEEAKLVSEIASQAGDERTARGTGPRQAQVSFLQHKTGEGESSAPATREGVRAAIPNGSEERDRKQTRPGRPKGETPGQLLPEIMPEDEVPRESGQNPREAQRSAEALFRLQA..., which amino acid positions are active epitope sites? The epitope positions are: [466, 467, 468, 469, 470, 471, 472]. The amino acids at these positions are: LLPEIMP. (6) Given the antigen sequence: VVYQRVGHRRFSLIFFFVVVLGRSPRLWAQVSFTPDIEGYAELAWGIASDGGAIKHGFKTTTDFKIVFPIVAKKDFKYRGEGNVYAEINVKALKLSLESNGGAKFDTKGSAKTIEATLHCYGAYLTIGKNPDFKSTFAVLWEPWTANGDYKSKGDKPVYEPGFEGAGGKLGYKQTDIAGTGLTFDIAFKFASNTDWEGKPNGNVPAGVTPSKYGLGGDILFGWERTREDGVQEYIKVELTGNSTLSGGYAQAAGANILWDVGAKVSMKLWGLCALAATDVGHKKNGAQGTVGADALLTLGYRWFSAGGYFASKASNVFQGVFLTTPMQKDDCAAYIKLETKGSDPDTSFLEGLDLGVDVRTYMPVHAQARAPADIYFPVYGKVWGSYRHDMGEYGWVKVYANLYGGTNKKAAAPATKWKAEYCGYYECGVVVSPLEKVEIRLSWEQGKLQENSNVVIEKNVTERWQFVGACRLIW, which amino acid positions are active epitope sites? The epitope positions are: [199, 200, 201, 202, 203, 204, 205, 206, 207, 208, 209, 210, 211, 212, 213, 214, 215, 216, 217]. The amino acids at these positions are: PNGNVPAGVTPSKYGLGGD. (7) Given the antigen sequence: MKKIMLIASAMSALSLPFSASAIELEDEVGLECGPYAKVGVVGGMITGAESTRLDSTDSEGKKHLSLTTGLPFGGTLAAGMTIAPGFRAELGVMYLRNISAEVEVGKGEVDSKGEIKADSGGGTDAPIRKPFKLTPPQPTMSPISIADRDFGIDIPNIPQAQRQAAQPPLNDQKRAAARIAWLKNCAGIDYMVKDPNNPGHMMVNPVLLNIPQGNPNPVGQPPQRANQPANFAIHNHEQWRSLVVGLAALSNANKPSASPVKVLSDKIIQIYSDIKPFADIAGINVPDTGLPNSASIEQIQSKIQELGDTLEELRDSFDGYINNAFVNQIHLNFVMPPQAQQQQGQGQQQQAQATAQEAVAAAAVRLLNGSDQIAQLYKDLVKLQRHAGIRKAMEKLAAQQEEDAKNQGKGDCKQQQGASEKSKEGKVKETEFDLSMVVGQVKLYADLVTTESFSIYGGVGAGLGSYTYAKIDNKDVKGYTGMVASGALGVAINAAEGVC..., which amino acid positions are active epitope sites? The epitope positions are: [139, 140, 141, 142, 143, 144, 145, 146, 147, 148, 149, 150, 151, 152, 153, 154, 155, 156, 157, 158... (21 total positions)]. The amino acids at these positions are: TMSPISIADRDFGIDIPNIPQ.